Dataset: Reaction yield outcomes from USPTO patents with 853,638 reactions. Task: Predict the reaction yield, written as a fraction of the theoretical maximum amount of product (1.0 means a 100% yield; for example, 0.34 means a 34% yield). (1) The reactants are [H-].[H-].[H-].[H-].[Li+].[Al+3].[OH:7][C@H:8]1[CH2:25][CH2:24][C@@:23]2([CH3:26])[C@:10]3([O:28][C@H:11]3[CH2:12][C@@H:13]3[C@@H:22]2[CH2:21][CH2:20][C@@:18]2([CH3:19])[C@H:14]3[CH2:15][CH2:16][C:17]2=[O:27])[CH2:9]1. The catalyst is C1COCC1. The product is [CH3:19][C@:18]12[CH2:20][CH2:21][C@H:22]3[C@@H:13]([CH2:12][CH2:11][C@:10]4([OH:28])[C@:23]3([CH3:26])[CH2:24][CH2:25][C@H:8]([OH:7])[CH2:9]4)[C@@H:14]1[CH2:15][CH2:16][C@@H:17]2[OH:27]. The yield is 0.740. (2) The reactants are [F:1][C:2]1[CH:7]=[CH:6][C:5]([C:8]2[C:12]3[C:13]([CH3:20])=[C:14]([NH2:19])[C:15]([CH3:18])=[C:16]([CH3:17])[C:11]=3[O:10][C:9]=2[CH3:21])=[CH:4][CH:3]=1.[CH3:22][O:23][C:24]1[CH:32]=[CH:31][C:27]([C:28](Cl)=[O:29])=[CH:26][CH:25]=1. The catalyst is C(OCC)(=O)C. The product is [F:1][C:2]1[CH:7]=[CH:6][C:5]([C:8]2[C:12]3[C:13]([CH3:20])=[C:14]([NH:19][C:28](=[O:29])[C:27]4[CH:31]=[CH:32][C:24]([O:23][CH3:22])=[CH:25][CH:26]=4)[C:15]([CH3:18])=[C:16]([CH3:17])[C:11]=3[O:10][C:9]=2[CH3:21])=[CH:4][CH:3]=1. The yield is 0.750. (3) The reactants are [C:1](#[N:5])[CH:2]([CH3:4])[CH3:3].Br[CH2:7][CH2:8][CH2:9][Cl:10].C[Si]([N-][Si](C)(C)C)(C)C.[Li+]. No catalyst specified. The product is [Cl:10][CH2:9][CH2:8][CH2:7][C:2]([CH3:4])([CH3:3])[C:1]#[N:5]. The yield is 1.00. (4) The reactants are Br[C:2]1[CH:7]=[CH:6][C:5]([C@@H:8]([N:10]2[CH2:15][CH2:14][C@:13]([CH2:22][C:23]([CH3:27])([CH3:26])[C:24]#[N:25])([C:16]3[CH:21]=[CH:20][CH:19]=[CH:18][CH:17]=3)[O:12][C:11]2=[O:28])[CH3:9])=[CH:4][CH:3]=1.[CH3:29][C:30]1([CH3:46])[C:34]([CH3:36])([CH3:35])[O:33][B:32]([B:32]2[O:33][C:34]([CH3:36])([CH3:35])[C:30]([CH3:46])([CH3:29])[O:31]2)[O:31]1.CC([O-])=O.[K+]. The catalyst is CS(C)=O. The product is [CH3:26][C:23]([CH3:27])([CH2:22][C@@:13]1([C:16]2[CH:21]=[CH:20][CH:19]=[CH:18][CH:17]=2)[O:12][C:11](=[O:28])[N:10]([C@H:8]([C:5]2[CH:6]=[CH:7][C:2]([B:32]3[O:33][C:34]([CH3:36])([CH3:35])[C:30]([CH3:46])([CH3:29])[O:31]3)=[CH:3][CH:4]=2)[CH3:9])[CH2:15][CH2:14]1)[C:24]#[N:25]. The yield is 0.760. (5) The reactants are I[C:2]1[C:7]2[N:8]=[C:9]([S:12][CH3:13])[N:10]=[CH:11][C:6]=2[C:5](=[O:14])[NH:4][CH:3]=1.CC1(C)C(C)(C)OB([C:23]2[C:31]3[C:26](=[CH:27][C:28]([C:32]([F:35])([F:34])[F:33])=[CH:29][CH:30]=3)[N:25]([S:36]([C:39]3[CH:44]=[CH:43][C:42]([CH3:45])=[CH:41][CH:40]=3)(=[O:38])=[O:37])[CH:24]=2)O1.O.P([O-])([O-])([O-])=O.[K+].[K+].[K+]. The catalyst is O1CCOCC1.O. The product is [CH3:13][S:12][C:9]1[N:10]=[CH:11][C:6]2[C:5](=[O:14])[NH:4][CH:3]=[C:2]([C:23]3[C:31]4[C:26](=[CH:27][C:28]([C:32]([F:34])([F:33])[F:35])=[CH:29][CH:30]=4)[N:25]([S:36]([C:39]4[CH:44]=[CH:43][C:42]([CH3:45])=[CH:41][CH:40]=4)(=[O:38])=[O:37])[CH:24]=3)[C:7]=2[N:8]=1. The yield is 0.490. (6) The reactants are [O:1]1CCO[CH:2]1[C:6]1[CH:7]=[CH:8][C:9]([C:12]2[S:20][C:19]3[C:14](=[N:15][CH:16]=[CH:17][C:18]=3[O:21][C:22]3[CH:27]=[CH:26][C:25]([N:28]([C:37]4[CH:42]=[CH:41][CH:40]=[CH:39][CH:38]=4)[C:29]([C:31]4([C:34]([NH2:36])=[O:35])[CH2:33][CH2:32]4)=[O:30])=[CH:24][C:23]=3[F:43])[CH:13]=2)=[N:10][CH:11]=1.C1(C)C=CC=CC=1. The catalyst is CC(C)=O.O.C(O)(C(F)(F)F)=O. The product is [F:43][C:23]1[CH:24]=[C:25]([N:28]([C:37]2[CH:38]=[CH:39][CH:40]=[CH:41][CH:42]=2)[C:29]([C:31]2([C:34]([NH2:36])=[O:35])[CH2:33][CH2:32]2)=[O:30])[CH:26]=[CH:27][C:22]=1[O:21][C:18]1[CH:17]=[CH:16][N:15]=[C:14]2[CH:13]=[C:12]([C:9]3[CH:8]=[CH:7][C:6]([CH:2]=[O:1])=[CH:11][N:10]=3)[S:20][C:19]=12. The yield is 1.03.